From a dataset of HIV replication inhibition screening data with 41,000+ compounds from the AIDS Antiviral Screen. Binary Classification. Given a drug SMILES string, predict its activity (active/inactive) in a high-throughput screening assay against a specified biological target. (1) The drug is COC(=O)C(C)N(C)C(=O)C(C)N1C(c2ccccc2)COC1(C)C. The result is 0 (inactive). (2) The compound is Cc1ccccc1NC(=O)C(=O)C(c1cnc2ccc([N+](=O)[O-])cc2n1)[N+](=O)[O-]. The result is 0 (inactive).